This data is from Reaction yield outcomes from USPTO patents with 853,638 reactions. The task is: Predict the reaction yield, written as a fraction of the theoretical maximum amount of product (1.0 means a 100% yield; for example, 0.34 means a 34% yield). (1) The reactants are [F:1][C:2]([F:29])([F:28])[C:3]1[C:11]2[CH2:10][CH2:9][CH2:8][CH2:7][C:6]=2[N:5]([CH2:12][C:13]([NH:15][C:16]2[S:20][C:19]3[CH2:21][CH2:22][CH2:23][CH2:24][C:18]=3[C:17]=2[C:25](O)=[O:26])=[O:14])[N:4]=1.N=C=N.[CH2:33]([NH2:35])[CH3:34]. The catalyst is C(Cl)Cl.CN(C=O)C. The product is [CH2:33]([NH:35][C:25]([C:17]1[C:18]2[CH2:24][CH2:23][CH2:22][CH2:21][C:19]=2[S:20][C:16]=1[NH:15][C:13](=[O:14])[CH2:12][N:5]1[C:6]2[CH2:7][CH2:8][CH2:9][CH2:10][C:11]=2[C:3]([C:2]([F:28])([F:1])[F:29])=[N:4]1)=[O:26])[CH3:34]. The yield is 0.0600. (2) The reactants are [Cl:1][C:2]1[N:7]=[CH:6][C:5]([C:8](Cl)=[O:9])=[CH:4][CH:3]=1.[CH3:11][C:12]([CH3:16])([CH3:15])[CH2:13][OH:14]. The catalyst is C1(C)C=CC=CC=1.CCOC(C)=O. The product is [Cl:1][C:2]1[N:7]=[CH:6][C:5]([C:8]([O:14][CH2:13][C:12]([CH3:16])([CH3:15])[CH3:11])=[O:9])=[CH:4][CH:3]=1. The yield is 0.920. (3) The reactants are [Cl:1][C:2]1[CH:7]=[CH:6][N:5]=[C:4]2[NH:8][CH:9]=[CH:10][C:3]=12.[H-].[Na+].[CH:13]([Si:16](Cl)([CH:20]([CH3:22])[CH3:21])[CH:17]([CH3:19])[CH3:18])([CH3:15])[CH3:14].O. The catalyst is CN(C)C=O.O1CCCC1. The product is [Cl:1][C:2]1[CH:7]=[CH:6][N:5]=[C:4]2[N:8]([Si:16]([CH:20]([CH3:22])[CH3:21])([CH:17]([CH3:19])[CH3:18])[CH:13]([CH3:15])[CH3:14])[CH:9]=[CH:10][C:3]=12. The yield is 0.990. (4) The reactants are [NH2:1][CH2:2][CH2:3][N:4]1[C:12]2[CH2:11][CH2:10][CH2:9][CH2:8][C:7]=2[CH:6]=[C:5]1[C:13]([O:15]CC)=O.[C:18]([O:21][CH2:22][C:23]1[C:28]([Br:29])=[CH:27][CH:26]=[CH:25][C:24]=1Br)(=[O:20])[CH3:19].C([O-])([O-])=O.[Cs+].[Cs+]. The catalyst is [Cu]I.O1CCOCC1. The product is [Br:29][C:28]1[CH:27]=[CH:26][CH:25]=[C:24]([N:1]2[CH2:2][CH2:3][N:4]3[C:12]4[CH2:11][CH2:10][CH2:9][CH2:8][C:7]=4[CH:6]=[C:5]3[C:13]2=[O:15])[C:23]=1[CH2:22][O:21][C:18](=[O:20])[CH3:19]. The yield is 0.350. (5) The reactants are [CH3:1][O:2][C:3]1[CH:4]=[N:5][C:6]2[C:11]([CH:12]=1)=[CH:10][CH:9]=[CH:8][CH:7]=2.C(O)(C(F)(F)F)=[O:14]. The catalyst is [Pt]=O. The product is [CH3:1][O:2][C:3]1[CH:4]=[N:5][C:6]2[CH:7]([OH:14])[CH2:8][CH2:9][CH2:10][C:11]=2[CH:12]=1. The yield is 0.870.